This data is from Rat liver microsome stability data. The task is: Regression/Classification. Given a drug SMILES string, predict its absorption, distribution, metabolism, or excretion properties. Task type varies by dataset: regression for continuous measurements (e.g., permeability, clearance, half-life) or binary classification for categorical outcomes (e.g., BBB penetration, CYP inhibition). Dataset: rlm. The compound is CNC[C@H](O)CCN1c2ccccc2N(c2c(F)cccc2F)S1(=O)=O. The result is 1 (stable in rat liver microsomes).